Dataset: Antibody developability classification from SAbDab with 2,409 antibodies. Task: Regression/Classification. Given an antibody's heavy chain and light chain sequences, predict its developability. TAP uses regression for 5 developability metrics; SAbDab uses binary classification. (1) The antibody is ['EVKLQESGGDLVQPGGSLKLSCAASGFTFSSYTMSWVRQTPEKRLEWVASINNGGGRTYYPDTVKGRFTISRDNAKNTLYLQMSSLKSEDTAMYYCVRHEYYYAMDYWGQGTTVTVSS', 'DIELTQTPVSLSASVGETVTITCRASENIYSYLAWYQQKQGKSPQFLVYNAKTLGEGVPSRFSGSGSGTQFSLKINSLLPEDFGSYYCQHHYGTPPLTFGGGTKLEIK']. Result: 0 (not developable). (2) The antibody is ['QVQLVQSGAEVKKPGASVKVSCKASGYIFTSHPIHWVRQAPGQRPEWMGWINAGNGNTKYSQKFQDRVNLTRDTSASTVFMELINLRFEDTAIYYCIRETKFDPWGQGTLVTVSS', 'EIVLTQSPLSLPVTLGQPASISCRSSQDLVYRDGITYLNWFQQRPGQSPRRLIYKVSNRDSGVPDRFSGSGSGTDFTLRISRVEAEDIGVYYCMQGTHWPITFGQGTRLEIK']. Result: 0 (not developable). (3) The antibody is ['EVKLQESGGGLVQPGHSLRLSCATSGFTFTDYYMSWVRQPPGKALEWLGLIRNKANGYTKEYSASVKGRFTISRDNSQSILYLQMNALRAEDSATYYCVRDKGSYGNYEAWFAYWGQGTTVTVSS', 'DIELTQSPAIMAASPGEKVTITCSATSGVNYMHWFQQKPGTSPKLWIYSTSNLASAVPARFSGSGSGTSYSLTISRMEAEDAATYYCQQRSTYPFTFGGGTKLELK']. Result: 1 (developable). (4) The antibody is ['EVQLVESGGGLVQPGGSLRLSCAASGYTFTSYWLHWVRQAPGKGLEWVGMIDPSNSDTRFNPNFKDRFTISADTSKNTAYLQMNSLRAEDTAVYYCATYRSYVTPLDYWGQGTLVTVSS', 'DIQMTQSPSSLSASVGDRVTITCKSSQSLLYTSSQKNYLAWYQQKPGKAPKLLIYWASTRESGVPSRFSGSGSGTDFTLTISSLQPEDFATYYCQQYYAYPWTFGQGTKVEIK']. Result: 1 (developable). (5) The antibody is ['EVQLVESGGGLVQPGGSLRLSCATSGFDFSRYWMSWVRQAPGKGLVWIGEVNPDSTSINYTPSLKDQFTISRDNAKNTLYLQMNSLRAEDTAVYYCTRPNYYGSRYHYYAMDYWGQGTLVTVSS', 'DIQMTQSPSSLSASVGDRVTITCRASQDINNYLNWYQQKPGKAPKLLIYYTSRLHSGVPSRFSGSGSGTDFTFTISSLQPEDIATYYCQQGSTLPFTFGQGTKLEIK']. Result: 1 (developable). (6) The antibody is ['EVKLQESGPSLVKPSQTLSLTCSVTGDSITSDFWSWIRQFPGNRLEYMGFVQYSGETAYNPSLKSRISITRDTSKNQYYLDLNSVTTEDTAVYYCANWHGDYWGQGTTVTVSS', 'DIELTQSPATLSVTPGNSVSISCRASQSLVNEDGNTYLFWYQQKSHESPRLLIKYASQSISGIPSRFSGSGSGTDFTLSINSVETEDLAVYFCQQITDWPFTFGGGTKLEIK']. Result: 1 (developable).